From a dataset of Reaction yield outcomes from USPTO patents with 853,638 reactions. Predict the reaction yield, written as a fraction of the theoretical maximum amount of product (1.0 means a 100% yield; for example, 0.34 means a 34% yield). (1) The reactants are [Br:1][C:2]1[CH:7]=[CH:6][CH:5]=[CH:4][CH:3]=1.[Al+3].[Cl-].[Cl-].[Cl-].[CH:12]12[CH2:17][CH:16]1[C:15](=[O:18])[O:14][C:13]2=[O:19].Cl. The catalyst is C(Cl)Cl. The product is [Br:1][C:2]1[CH:7]=[CH:6][C:5]([C:15]([C@H:16]2[CH2:17][C@H:12]2[C:13]([OH:19])=[O:14])=[O:18])=[CH:4][CH:3]=1. The yield is 0.650. (2) The reactants are Br[C:2]1[CH:7]=[CH:6][C:5]([O:8][C:9]([F:12])([F:11])[F:10])=[CH:4][C:3]=1[F:13].C([Mg]Br)(C)C.[C:19](=[O:21])=[O:20]. The catalyst is C1COCC1. The product is [F:13][C:3]1[CH:4]=[C:5]([O:8][C:9]([F:12])([F:11])[F:10])[CH:6]=[CH:7][C:2]=1[C:19]([OH:21])=[O:20]. The yield is 0.870. (3) The reactants are [N+:1]([C:4]1[CH:13]=[CH:12][C:7]([O:8][CH2:9][CH2:10][OH:11])=[CH:6][CH:5]=1)([O-])=O. The catalyst is CO.[Pd]. The product is [NH2:1][C:4]1[CH:5]=[CH:6][C:7]([O:8][CH2:9][CH2:10][OH:11])=[CH:12][CH:13]=1. The yield is 0.990. (4) The reactants are Cl[C:2]1[N:7]=[C:6]([Cl:8])[N:5]=[C:4]([NH:9][N:10]2[CH2:14][C:13](=[O:15])[NH:12][C:11]2=[O:16])[N:3]=1.C([O-])([O-])=O.[K+].[K+].[CH3:23][O:24][C:25]1[CH:30]=[CH:29][C:28]([CH2:31][NH2:32])=[CH:27][CH:26]=1. The catalyst is CC#N. The yield is 0.660. The product is [Cl:8][C:6]1[N:7]=[C:2]([NH:32][CH2:31][C:28]2[CH:29]=[CH:30][C:25]([O:24][CH3:23])=[CH:26][CH:27]=2)[N:3]=[C:4]([NH:9][N:10]2[CH2:14][C:13](=[O:15])[NH:12][C:11]2=[O:16])[N:5]=1. (5) The catalyst is C1C=CC([P]([Pd]([P](C2C=CC=CC=2)(C2C=CC=CC=2)C2C=CC=CC=2)([P](C2C=CC=CC=2)(C2C=CC=CC=2)C2C=CC=CC=2)[P](C2C=CC=CC=2)(C2C=CC=CC=2)C2C=CC=CC=2)(C2C=CC=CC=2)C2C=CC=CC=2)=CC=1.[C-]#N.[Zn+2].[C-]#N.CN(C=O)C. The reactants are FC(F)(F)S([O:6][C:7]1[CH:16]=[CH:15][C:14]2[C:9](=[C:10]([Br:19])[CH:11]=[N:12][C:13]=2[O:17][CH3:18])[N:8]=1)(=O)=O. The yield is 0.670. The product is [Br:19][C:10]1[CH:11]=[N:12][C:13]([O:17][CH3:18])=[C:14]2[C:9]=1[NH:8][C:7](=[O:6])[CH:16]=[CH:15]2. (6) The reactants are [CH3:1][O:2][C:3]([C:5]1[CH:10]=[C:9]([O:11][C:12]2[CH:17]=[CH:16][C:15]([Cl:18])=[CH:14][C:13]=2[Cl:19])[N:8]=[C:7](Cl)[N:6]=1)=[O:4].[CH2:21]([O:23][C:24]1[CH:25]=[C:26]([CH:35]=[CH:36][C:37]=1[O:38][CH3:39])[CH2:27][N:28]1[CH2:33][CH2:32][CH:31]([NH2:34])[CH2:30][CH2:29]1)[CH3:22]. The catalyst is CC(N(C)C)=O. The product is [CH3:1][O:2][C:3]([C:5]1[CH:10]=[C:9]([O:11][C:12]2[CH:17]=[CH:16][C:15]([Cl:18])=[CH:14][C:13]=2[Cl:19])[N:8]=[C:7]([NH:34][CH:31]2[CH2:32][CH2:33][N:28]([CH2:27][C:26]3[CH:35]=[CH:36][C:37]([O:38][CH3:39])=[C:24]([O:23][CH2:21][CH3:22])[CH:25]=3)[CH2:29][CH2:30]2)[N:6]=1)=[O:4]. The yield is 0.150. (7) The reactants are CC(OC(/N=N/C(OC(C)C)=O)=O)C.[Cl:15][C:16]1[C:17]([OH:26])=[C:18]([C:23](=[O:25])[CH3:24])[CH:19]=[CH:20][C:21]=1[OH:22].O[CH2:28][C:29]1[CH:34]=[CH:33][C:32]([CH:35]([O:44][CH:45]2[CH2:50][CH2:49][CH2:48][CH2:47][O:46]2)[C:36]2[CH:37]=[C:38]([CH:41]=[CH:42][CH:43]=2)[C:39]#[N:40])=[CH:31][CH:30]=1.C1(P(C2C=CC=CC=2)C2C=CC=CC=2)C=CC=CC=1. The catalyst is O1CCCC1. The product is [C:23]([C:18]1[CH:19]=[CH:20][C:21]([O:22][CH2:28][C:29]2[CH:30]=[CH:31][C:32]([CH:35]([O:44][CH:45]3[CH2:50][CH2:49][CH2:48][CH2:47][O:46]3)[C:36]3[CH:37]=[C:38]([CH:41]=[CH:42][CH:43]=3)[C:39]#[N:40])=[CH:33][CH:34]=2)=[C:16]([Cl:15])[C:17]=1[OH:26])(=[O:25])[CH3:24]. The yield is 0.980.